This data is from Peptide-MHC class II binding affinity with 134,281 pairs from IEDB. The task is: Regression. Given a peptide amino acid sequence and an MHC pseudo amino acid sequence, predict their binding affinity value. This is MHC class II binding data. (1) The peptide sequence is ATFEAMYLGTCKTLT. The MHC is DRB1_0401 with pseudo-sequence DRB1_0401. The binding affinity (normalized) is 0.386. (2) The peptide sequence is FTWFPHKTSIPEGEG. The MHC is DRB1_0101 with pseudo-sequence DRB1_0101. The binding affinity (normalized) is 0.368. (3) The peptide sequence is MVGTILEMLGHRLDD. The MHC is HLA-DQA10301-DQB10302 with pseudo-sequence HLA-DQA10301-DQB10302. The binding affinity (normalized) is 0.0914. (4) The peptide sequence is MAEMKTDAATLAQEA. The MHC is DRB3_0101 with pseudo-sequence DRB3_0101. The binding affinity (normalized) is 0.797. (5) The peptide sequence is EAAFNKAIKESTGGA. The MHC is DRB1_0101 with pseudo-sequence DRB1_0101. The binding affinity (normalized) is 0.406.